From a dataset of Peptide-MHC class II binding affinity with 134,281 pairs from IEDB. Regression. Given a peptide amino acid sequence and an MHC pseudo amino acid sequence, predict their binding affinity value. This is MHC class II binding data. (1) The peptide sequence is LKKNKAIKILTGFRK. The MHC is DRB1_1302 with pseudo-sequence DRB1_1302. The binding affinity (normalized) is 0.849. (2) The peptide sequence is KPVSQLRMATPLLMRPM. The MHC is H-2-IAb with pseudo-sequence H-2-IAb. The binding affinity (normalized) is 0.576. (3) The peptide sequence is FAEIMKICSTIEELR. The MHC is DRB1_0405 with pseudo-sequence DRB1_0405. The binding affinity (normalized) is 0.564. (4) The peptide sequence is KGYMFESKSMKLRTQI. The MHC is DRB5_0101 with pseudo-sequence DRB5_0101. The binding affinity (normalized) is 0.808. (5) The peptide sequence is VDSGAQLGELYYAIH. The MHC is HLA-DPA10103-DPB10301 with pseudo-sequence HLA-DPA10103-DPB10301. The binding affinity (normalized) is 0. (6) The peptide sequence is DASLPPRTWNGFLAP. The MHC is DRB1_1101 with pseudo-sequence DRB1_1101. The binding affinity (normalized) is 0. (7) The peptide sequence is GINTIPIAINEAEYV. The MHC is DRB1_0301 with pseudo-sequence DRB1_0301. The binding affinity (normalized) is 0.307. (8) The peptide sequence is INRQILDNAAKYVEH. The MHC is HLA-DPA10201-DPB10101 with pseudo-sequence HLA-DPA10201-DPB10101. The binding affinity (normalized) is 0.205. (9) The peptide sequence is DSKFDSLEDFFDAVA. The MHC is DRB1_0101 with pseudo-sequence DRB1_0101. The binding affinity (normalized) is 0.607. (10) The peptide sequence is YDKFLANVSTYLTGK. The MHC is DRB1_0404 with pseudo-sequence DRB1_0404. The binding affinity (normalized) is 0.721.